Dataset: Peptide-MHC class I binding affinity with 185,985 pairs from IEDB/IMGT. Task: Regression. Given a peptide amino acid sequence and an MHC pseudo amino acid sequence, predict their binding affinity value. This is MHC class I binding data. The peptide sequence is MEDCPNEGV. The MHC is HLA-A02:03 with pseudo-sequence HLA-A02:03. The binding affinity (normalized) is 0.0847.